This data is from Forward reaction prediction with 1.9M reactions from USPTO patents (1976-2016). The task is: Predict the product of the given reaction. (1) Given the reactants [Br:1][C:2]1[CH:7]=[CH:6][C:5]([C:8]2[CH2:12][C:11]([C:17]3[CH:22]=[C:21]([Cl:23])[C:20]([Cl:24])=[C:19]([Cl:25])[CH:18]=3)([C:13]([F:16])([F:15])[F:14])[O:10][N:9]=2)=[CH:4][C:3]=1[CH2:26][NH2:27].N1C=CC=CC=1.[C:34](Cl)(=[O:36])[CH3:35].O, predict the reaction product. The product is: [Br:1][C:2]1[CH:7]=[CH:6][C:5]([C:8]2[CH2:12][C:11]([C:17]3[CH:22]=[C:21]([Cl:23])[C:20]([Cl:24])=[C:19]([Cl:25])[CH:18]=3)([C:13]([F:16])([F:14])[F:15])[O:10][N:9]=2)=[CH:4][C:3]=1[CH2:26][NH:27][C:34](=[O:36])[CH3:35]. (2) The product is: [OH:35][C:32]1[CH:33]=[CH:34][C:29]([C:12]2[O:11][N:10]=[C:9]([C:6]3[CH:5]=[CH:4][C:3]([OH:2])=[CH:8][CH:7]=3)[C:13]=2[C:14]2[CH:19]=[CH:18][C:17]([O:20][CH2:21][CH2:22][CH:23]3[CH2:28][CH2:27][CH2:26][CH2:25][NH:24]3)=[CH:16][CH:15]=2)=[CH:30][CH:31]=1. Given the reactants C[O:2][C:3]1[CH:8]=[CH:7][C:6]([C:9]2[C:13]([C:14]3[CH:19]=[CH:18][C:17]([O:20][CH2:21][CH2:22][CH:23]4[CH2:28][CH2:27][CH2:26][CH2:25][NH:24]4)=[CH:16][CH:15]=3)=[C:12]([C:29]3[CH:34]=[CH:33][C:32]([O:35]C)=[CH:31][CH:30]=3)[O:11][N:10]=2)=[CH:5][CH:4]=1.[Cl-].[Al+3].[Cl-].[Cl-].C(S)C, predict the reaction product.